This data is from Reaction yield outcomes from USPTO patents with 853,638 reactions. The task is: Predict the reaction yield, written as a fraction of the theoretical maximum amount of product (1.0 means a 100% yield; for example, 0.34 means a 34% yield). (1) The reactants are [CH:1]#[C:2][CH2:3][NH:4][C@H:5]1[C:9]2[CH:10]=[CH:11][CH:12]=[CH:13][C:8]=2[CH2:7][CH2:6]1.[CH3:14][S:15]([OH:18])(=[O:17])=[O:16]. No catalyst specified. The product is [CH3:14][S:15]([OH:18])(=[O:17])=[O:16].[CH:1]#[C:2][CH2:3][NH:4][C@H:5]1[C:9]2[CH:10]=[CH:11][CH:12]=[CH:13][C:8]=2[CH2:7][CH2:6]1. The yield is 0.974. (2) The reactants are [F:1][C:2]([F:20])([F:19])[CH:3]([C:5]1[CH:10]=[CH:9][C:8]([O:11][CH2:12][CH2:13][CH2:14][C:15]([F:18])([F:17])[F:16])=[CH:7][CH:6]=1)[OH:4].CC(OI1(OC(C)=O)(OC(C)=O)OC(=O)C2C=CC=CC1=2)=O.C([O-])([O-])=O.[Na+].[Na+].CCOC(C)=O. The catalyst is C(Cl)Cl. The product is [F:1][C:2]([F:19])([F:20])[C:3]([C:5]1[CH:10]=[CH:9][C:8]([O:11][CH2:12][CH2:13][CH2:14][C:15]([F:18])([F:17])[F:16])=[CH:7][CH:6]=1)=[O:4]. The yield is 0.760. (3) The yield is 0.634. The product is [Cl:1][C:2]1[CH:3]=[C:4]([NH:23][CH2:24][C:25]2[N:26]=[N:27][N:28]([CH:30]3[CH2:31][CH2:32][C:33](=[O:34])[CH2:38][CH2:39]3)[CH:29]=2)[CH:5]=[C:6]2[C:11]=1[N:10]=[CH:9][C:8]([C:12]#[N:13])=[C:7]2[NH:14][C:15]1[CH:20]=[CH:19][C:18]([F:21])=[C:17]([Cl:22])[CH:16]=1. The reactants are [Cl:1][C:2]1[CH:3]=[C:4]([NH:23][CH2:24][C:25]2[N:26]=[N:27][N:28]([CH:30]3[CH2:39][CH2:38][C:33]4(OCC[O:34]4)[CH2:32][CH2:31]3)[CH:29]=2)[CH:5]=[C:6]2[C:11]=1[N:10]=[CH:9][C:8]([C:12]#[N:13])=[C:7]2[NH:14][C:15]1[CH:20]=[CH:19][C:18]([F:21])=[C:17]([Cl:22])[CH:16]=1.C(O)(C(F)(F)F)=O.CC(C)=O. The catalyst is O. (4) The reactants are [CH2:1]([O:8][C:9]1[CH:14]=[C:13]([N:15]([CH2:20][CH2:21][CH2:22][CH3:23])[CH2:16][CH2:17][CH2:18][CH3:19])[CH:12]=[CH:11][C:10]=1[CH:24]=[CH:25][C:26]1[S:30][C:29]([CH:31]=O)=[CH:28][CH:27]=1)[C:2]1[CH:7]=[CH:6][CH:5]=[CH:4][CH:3]=1.[C:33]([C:35]1[C:36](=[C:51]([C:54]#[N:55])[C:52]#[N:53])[O:37][C:38]([C:45]2[CH:50]=[CH:49][CH:48]=[CH:47][CH:46]=2)([C:41]([F:44])([F:43])[F:42])[C:39]=1[CH3:40])#[N:34]. The catalyst is C(O)C.O1CCCC1. The product is [CH2:1]([O:8][C:9]1[CH:14]=[C:13]([N:15]([CH2:20][CH2:21][CH2:22][CH3:23])[CH2:16][CH2:17][CH2:18][CH3:19])[CH:12]=[CH:11][C:10]=1[CH:24]=[CH:25][C:26]1[S:30][C:29]([CH:31]=[CH:40][C:39]2[C:38]([C:45]3[CH:50]=[CH:49][CH:48]=[CH:47][CH:46]=3)([C:41]([F:44])([F:42])[F:43])[O:37][C:36](=[C:51]([C:54]#[N:55])[C:52]#[N:53])[C:35]=2[C:33]#[N:34])=[CH:28][CH:27]=1)[C:2]1[CH:3]=[CH:4][CH:5]=[CH:6][CH:7]=1. The yield is 0.947. (5) The reactants are O=[C:2]([CH:8]1[C:17](=O)[C:16]2[C:11](=[CH:12][C:13]([O:19][C:20]([F:23])([F:22])[F:21])=[CH:14][CH:15]=2)[S:10][CH2:9]1)[C:3]([O:5][CH2:6][CH3:7])=[O:4].C(OC([NH:31][NH:32][CH:33]1[CH2:38][CH2:37][CH2:36][N:35](C(OC(C)(C)C)=O)[CH2:34]1)=O)(C)(C)C.Cl. The catalyst is CCO. The product is [NH:35]1[CH2:36][CH2:37][CH2:38][CH:33]([N:32]2[C:17]3[C:16]4[CH:15]=[CH:14][C:13]([O:19][C:20]([F:23])([F:22])[F:21])=[CH:12][C:11]=4[S:10][CH2:9][C:8]=3[C:2]([C:3]([O:5][CH2:6][CH3:7])=[O:4])=[N:31]2)[CH2:34]1. The yield is 0.880. (6) The reactants are [CH3:1][N:2]([CH2:10][CH2:11][OH:12])[C:3]([O:5][C:6]([CH3:9])([CH3:8])[CH3:7])=[O:4].[Cl:13][C:14]1[CH:33]=[CH:32][C:17]([NH:18][C:19]2[C:28]3[C:23](=[CH:24][C:25](O)=[C:26]([O:29][CH3:30])[CH:27]=3)[N:22]=[CH:21][N:20]=2)=[C:16]([F:34])[CH:15]=1.C1(P(C2C=CC=CC=2)C2C=CC=CC=2)C=CC=CC=1.N(C(OCC)=O)=NC(OCC)=O. The catalyst is C(Cl)Cl. The product is [Cl:13][C:14]1[CH:33]=[CH:32][C:17]([NH:18][C:19]2[C:28]3[C:23](=[CH:24][C:25]([O:12][CH2:11][CH2:10][N:2]([CH3:1])[C:3]([O:5][C:6]([CH3:9])([CH3:7])[CH3:8])=[O:4])=[C:26]([O:29][CH3:30])[CH:27]=3)[N:22]=[CH:21][N:20]=2)=[C:16]([F:34])[CH:15]=1. The yield is 0.630. (7) The reactants are [N:1]1[C:10]2[C:5](=[CH:6][C:7]([OH:11])=[CH:8][CH:9]=2)[CH:4]=[CH:3][C:2]=1O.O.N.O=P(Cl)(Cl)[Cl:17]. The catalyst is CN(C=O)C. The product is [Cl:17][C:2]1[CH:3]=[CH:4][C:5]2[C:10](=[CH:9][CH:8]=[C:7]([OH:11])[CH:6]=2)[N:1]=1. The yield is 0.980. (8) The catalyst is CO.CCO. The product is [NH2:9][C:3]1[C:2]([OH:1])=[CH:7][CH:6]=[C:5]([CH3:8])[N:4]=1. The yield is 0.890. The reactants are [OH:1][C:2]1[C:3]([N+:9]([O-])=O)=[N:4][C:5]([CH3:8])=[CH:6][CH:7]=1.O.O.[SH-].[Na+]. (9) The reactants are [CH3:1][Si](C=[N+]=[N-])(C)C.[NH2:8][C:9]1[C:17]([CH3:18])=[C:16]([Br:19])[CH:15]=[CH:14][C:10]=1[C:11]([OH:13])=[O:12]. The catalyst is C(OCC)(=O)C.C(O)C. The product is [NH2:8][C:9]1[C:17]([CH3:18])=[C:16]([Br:19])[CH:15]=[CH:14][C:10]=1[C:11]([O:13][CH3:1])=[O:12]. The yield is 0.880. (10) The reactants are [O:1]1[C:5]2([CH2:10][CH2:9][CH:8]([C:11]3[N:16]=[CH:15][C:14]([NH2:17])=[CH:13][CH:12]=3)[CH2:7][CH2:6]2)[O:4][CH2:3][CH2:2]1.N1C=CC=CC=1.Cl[C:25]([O:27][CH2:28][C:29]1[CH:34]=[CH:33][CH:32]=[CH:31][CH:30]=1)=[O:26]. The catalyst is C1COCC1. The product is [O:1]1[C:5]2([CH2:10][CH2:9][CH:8]([C:11]3[N:16]=[CH:15][C:14]([NH:17][C:25](=[O:26])[O:27][CH2:28][C:29]4[CH:34]=[CH:33][CH:32]=[CH:31][CH:30]=4)=[CH:13][CH:12]=3)[CH2:7][CH2:6]2)[O:4][CH2:3][CH2:2]1. The yield is 1.00.